Dataset: NCI-60 drug combinations with 297,098 pairs across 59 cell lines. Task: Regression. Given two drug SMILES strings and cell line genomic features, predict the synergy score measuring deviation from expected non-interaction effect. (1) Drug 1: CC1=CC2C(CCC3(C2CCC3(C(=O)C)OC(=O)C)C)C4(C1=CC(=O)CC4)C. Drug 2: CCCCC(=O)OCC(=O)C1(CC(C2=C(C1)C(=C3C(=C2O)C(=O)C4=C(C3=O)C=CC=C4OC)O)OC5CC(C(C(O5)C)O)NC(=O)C(F)(F)F)O. Cell line: SK-MEL-2. Synergy scores: CSS=-4.39, Synergy_ZIP=2.80, Synergy_Bliss=2.17, Synergy_Loewe=-1.14, Synergy_HSA=-0.382. (2) Drug 1: CC1=C(C(=CC=C1)Cl)NC(=O)C2=CN=C(S2)NC3=CC(=NC(=N3)C)N4CCN(CC4)CCO. Drug 2: N.N.Cl[Pt+2]Cl. Cell line: SF-539. Synergy scores: CSS=56.6, Synergy_ZIP=-4.05, Synergy_Bliss=-0.159, Synergy_Loewe=3.42, Synergy_HSA=4.47. (3) Drug 1: CC12CCC3C(C1CCC2O)C(CC4=C3C=CC(=C4)O)CCCCCCCCCS(=O)CCCC(C(F)(F)F)(F)F. Drug 2: C1CN(CCN1C(=O)CCBr)C(=O)CCBr. Cell line: UACC62. Synergy scores: CSS=24.2, Synergy_ZIP=-3.88, Synergy_Bliss=-2.59, Synergy_Loewe=-6.29, Synergy_HSA=-1.13. (4) Drug 1: CC1=CC=C(C=C1)C2=CC(=NN2C3=CC=C(C=C3)S(=O)(=O)N)C(F)(F)F. Drug 2: CCC(=C(C1=CC=CC=C1)C2=CC=C(C=C2)OCCN(C)C)C3=CC=CC=C3.C(C(=O)O)C(CC(=O)O)(C(=O)O)O. Cell line: SK-OV-3. Synergy scores: CSS=3.07, Synergy_ZIP=-1.14, Synergy_Bliss=0.183, Synergy_Loewe=0.853, Synergy_HSA=0.861. (5) Drug 1: C1=CC(=CC=C1C#N)C(C2=CC=C(C=C2)C#N)N3C=NC=N3. Drug 2: C(CC(=O)O)C(=O)CN.Cl. Cell line: SF-268. Synergy scores: CSS=15.4, Synergy_ZIP=-2.09, Synergy_Bliss=4.12, Synergy_Loewe=2.98, Synergy_HSA=3.97. (6) Drug 1: CCCCCOC(=O)NC1=NC(=O)N(C=C1F)C2C(C(C(O2)C)O)O. Drug 2: C1=NC(=NC(=O)N1C2C(C(C(O2)CO)O)O)N. Cell line: BT-549. Synergy scores: CSS=28.9, Synergy_ZIP=-8.00, Synergy_Bliss=-0.670, Synergy_Loewe=-34.8, Synergy_HSA=-1.57. (7) Drug 1: C1CC(C1)(C(=O)O)C(=O)O.[NH2-].[NH2-].[Pt+2]. Drug 2: C1=NNC2=C1C(=O)NC=N2. Cell line: ACHN. Synergy scores: CSS=0.706, Synergy_ZIP=-0.504, Synergy_Bliss=-0.630, Synergy_Loewe=-5.85, Synergy_HSA=-6.22. (8) Drug 1: C1=CC(=CC=C1CCCC(=O)O)N(CCCl)CCCl. Drug 2: C1=CN(C=N1)CC(O)(P(=O)(O)O)P(=O)(O)O. Cell line: K-562. Synergy scores: CSS=9.06, Synergy_ZIP=-9.01, Synergy_Bliss=-14.5, Synergy_Loewe=-16.0, Synergy_HSA=-14.7.